This data is from Reaction yield outcomes from USPTO patents with 853,638 reactions. The task is: Predict the reaction yield, written as a fraction of the theoretical maximum amount of product (1.0 means a 100% yield; for example, 0.34 means a 34% yield). (1) The reactants are [O:1]1[CH2:6][CH2:5][N:4]([C:7]2[N:12]=[CH:11][C:10]([C:13]3[C:21]4[C:16](=[CH:17][CH:18]=[C:19]([C:22](O)=[O:23])[CH:20]=4)[NH:15][N:14]=3)=[CH:9][CH:8]=2)[CH2:3][CH2:2]1.[CH:25]1([CH:28]([C:30]2[CH:35]=[CH:34][CH:33]=[CH:32][CH:31]=2)[NH2:29])[CH2:27][CH2:26]1.CN(C(ON1N=NC2C=CC=CC1=2)=[N+](C)C)C.[B-](F)(F)(F)F.CCN(C(C)C)C(C)C. The catalyst is CN(C=O)C. The product is [CH:25]1([CH:28]([C:30]2[CH:35]=[CH:34][CH:33]=[CH:32][CH:31]=2)[NH:29][C:22]([C:19]2[CH:20]=[C:21]3[C:16](=[CH:17][CH:18]=2)[NH:15][N:14]=[C:13]3[C:10]2[CH:11]=[N:12][C:7]([N:4]3[CH2:5][CH2:6][O:1][CH2:2][CH2:3]3)=[CH:8][CH:9]=2)=[O:23])[CH2:26][CH2:27]1. The yield is 0.0200. (2) The reactants are [Br:1][C:2]1[C:3]([Cl:11])=[C:4]2[CH:10]=[CH:9][NH:8][C:5]2=[N:6][CH:7]=1.[H-].[Na+].[C:14]1([S:20](Cl)(=[O:22])=[O:21])[CH:19]=[CH:18][CH:17]=[CH:16][CH:15]=1.O. The catalyst is CN(C=O)C. The product is [Br:1][C:2]1[C:3]([Cl:11])=[C:4]2[CH:10]=[CH:9][N:8]([S:20]([C:14]3[CH:19]=[CH:18][CH:17]=[CH:16][CH:15]=3)(=[O:22])=[O:21])[C:5]2=[N:6][CH:7]=1. The yield is 0.996. (3) The reactants are C1C=C[NH+]=CC=1.[O-][Cr](Cl)(=O)=O.[CH2:12]([O:19][CH2:20][CH2:21][CH2:22][OH:23])[C:13]1[CH:18]=[CH:17][CH:16]=[CH:15][CH:14]=1. The catalyst is ClCCl. The product is [CH2:12]([O:19][CH2:20][CH2:21][CH:22]=[O:23])[C:13]1[CH:18]=[CH:17][CH:16]=[CH:15][CH:14]=1. The yield is 0.790. (4) The reactants are [F:1][C:2]([F:32])([F:31])[O:3][C:4]1[CH:9]=[CH:8][C:7]([N:10]2[CH:14]=[N:13][C:12]([C:15]3[CH:30]=[CH:29][C:18]([CH2:19][CH2:20][NH:21][C:22](=[O:28])[O:23][C:24]([CH3:27])([CH3:26])[CH3:25])=[CH:17][CH:16]=3)=[N:11]2)=[CH:6][CH:5]=1.[H-].[Na+].I[CH3:36]. The catalyst is CN(C)C=O. The product is [CH3:36][N:21]([CH2:20][CH2:19][C:18]1[CH:29]=[CH:30][C:15]([C:12]2[N:13]=[CH:14][N:10]([C:7]3[CH:6]=[CH:5][C:4]([O:3][C:2]([F:1])([F:31])[F:32])=[CH:9][CH:8]=3)[N:11]=2)=[CH:16][CH:17]=1)[C:22](=[O:28])[O:23][C:24]([CH3:25])([CH3:26])[CH3:27]. The yield is 0.970. (5) The reactants are [CH3:1][C:2]1[C:3]([C:11]2[S:15][C:14]([C:16]([OH:18])=O)=[CH:13][CH:12]=2)=[N:4][O:5][C:6]=1[C:7]([F:10])([F:9])[F:8].Cl.[CH3:20][NH:21][CH3:22]. The catalyst is C(N(CC)CC)C. The product is [CH3:20][N:21]([CH3:22])[C:16]([C:14]1[S:15][C:11]([C:3]2[C:2]([CH3:1])=[C:6]([C:7]([F:10])([F:9])[F:8])[O:5][N:4]=2)=[CH:12][CH:13]=1)=[O:18]. The yield is 0.720. (6) The reactants are [Cl:1][C:2]1[CH:3]=[C:4]([NH:9][C:10]([NH2:12])=[S:11])[CH:5]=[CH:6][C:7]=1[Cl:8].Br[CH2:14][C:15]([C:17]1[CH:22]=[CH:21][CH:20]=[CH:19][CH:18]=1)=O. The catalyst is C(O)C. The product is [Cl:1][C:2]1[CH:3]=[C:4]([NH:9][C:10]2[S:11][CH:14]=[C:15]([C:17]3[CH:22]=[CH:21][CH:20]=[CH:19][CH:18]=3)[N:12]=2)[CH:5]=[CH:6][C:7]=1[Cl:8]. The yield is 0.850. (7) The reactants are [C:1]([O:5][C:6](=[O:16])[NH:7][CH2:8][CH:9]1[CH2:14][CH2:13][C:12](=[O:15])[CH2:11][CH2:10]1)([CH3:4])([CH3:3])[CH3:2].[BH4-].[Na+]. The catalyst is CO. The product is [C:1]([O:5][C:6](=[O:16])[NH:7][CH2:8][CH:9]1[CH2:10][CH2:11][CH:12]([OH:15])[CH2:13][CH2:14]1)([CH3:4])([CH3:2])[CH3:3]. The yield is 0.990.